Dataset: Full USPTO retrosynthesis dataset with 1.9M reactions from patents (1976-2016). Task: Predict the reactants needed to synthesize the given product. (1) Given the product [F:16][C:14]1[CH:13]=[CH:12][C:11]([N+:17]([O-:19])=[O:18])=[C:10]([C:7]([CH3:9])([CH3:8])[CH2:6][C:5]([OH:24])([C:20]([F:22])([F:23])[F:21])[C:4]([OH:25])=[O:3])[CH:15]=1, predict the reactants needed to synthesize it. The reactants are: C([O:3][C:4](=[O:25])[C:5]([OH:24])([C:20]([F:23])([F:22])[F:21])[CH2:6][C:7]([C:10]1[CH:15]=[C:14]([F:16])[CH:13]=[CH:12][C:11]=1[N+:17]([O-:19])=[O:18])([CH3:9])[CH3:8])C. (2) Given the product [NH:14]1[CH2:15][CH:16]([N:18]2[CH2:19][CH2:20][N:21]([C:24](=[O:29])[C:25]([F:26])([F:27])[F:28])[CH2:22][CH2:23]2)[CH2:17]1, predict the reactants needed to synthesize it. The reactants are: C([N:14]1[CH2:17][CH:16]([N:18]2[CH2:23][CH2:22][N:21]([C:24](=[O:29])[C:25]([F:28])([F:27])[F:26])[CH2:20][CH2:19]2)[CH2:15]1)(C1C=CC=CC=1)C1C=CC=CC=1.ClC(OC(Cl)C)=O.CO.CCOCC. (3) Given the product [Cl:19][C:20]1[CH:27]=[CH:26][C:23]([CH2:24][NH:25][C:15](=[O:17])[CH2:14][CH2:13][C:5]2[CH:6]=[CH:7][C:8]([O:9][CH2:10][C:11]#[CH:12])=[C:3]([O:2][CH3:1])[CH:4]=2)=[CH:22][C:21]=1[F:28], predict the reactants needed to synthesize it. The reactants are: [CH3:1][O:2][C:3]1[CH:4]=[C:5]([CH2:13][CH2:14][C:15]([OH:17])=O)[CH:6]=[CH:7][C:8]=1[O:9][CH2:10][C:11]#[CH:12].Cl.[Cl:19][C:20]1[CH:27]=[CH:26][C:23]([CH2:24][NH2:25])=[CH:22][C:21]=1[F:28]. (4) Given the product [F:1][C:2]1[CH:9]=[C:8]([CH:7]=[C:6]([F:11])[C:3]=1[CH:4]=[O:5])[O:10][CH2:19][C:20]#[N:21], predict the reactants needed to synthesize it. The reactants are: [F:1][C:2]1[CH:9]=[C:8]([OH:10])[CH:7]=[C:6]([F:11])[C:3]=1[CH:4]=[O:5].C([O-])([O-])=O.[K+].[K+].Br[CH2:19][C:20]#[N:21]. (5) Given the product [Br:25][C:21]1[CH:20]=[C:19]2[C:24](=[CH:23][CH:22]=1)[C@@H:16]([N:11]1[C:9]3=[N:10][C:5]([CH2:3][OH:2])=[CH:6][C:7]([CH3:26])=[C:8]3[N:13]=[C:12]1[CH2:14][CH3:15])[CH2:17][CH2:18]2, predict the reactants needed to synthesize it. The reactants are: C[O:2][C:3]([C:5]1[N:10]=[C:9]2[N:11]([CH:16]3[C:24]4[C:19](=[CH:20][C:21]([Br:25])=[CH:22][CH:23]=4)[CH2:18][CH2:17]3)[C:12]([CH2:14][CH3:15])=[N:13][C:8]2=[C:7]([CH3:26])[CH:6]=1)=O.[H-].[Al+3].[Li+].[H-].[H-].[H-].CCOC(C)=O.[NH4+].[Cl-]. (6) Given the product [F:17][C:2]([F:1])([F:16])[C:3]1[CH:8]=[CH:7][N:6]2[C:9]([CH3:15])=[C:10]([NH:20][C:23](=[O:32])[O:46][C:42]([CH3:45])([CH3:44])[CH3:43])[N:11]=[C:5]2[CH:4]=1, predict the reactants needed to synthesize it. The reactants are: [F:1][C:2]([F:17])([F:16])[C:3]1[CH:8]=[CH:7][N:6]2[C:9]([CH3:15])=[C:10](C([O-])=O)[N:11]=[C:5]2[CH:4]=1.C([N:20]([CH2:23]C)CC)C.C1(P(N=[N+]=[N-])(C2C=CC=CC=2)=[O:32])C=CC=CC=1.[C:42]([OH:46])([CH3:45])([CH3:44])[CH3:43]. (7) Given the product [C:22]1([C:28]2[CH:29]=[CH:30][C:31]([CH2:32][S:1][C:2]3[S:3][C:4]4[CH2:14][CH2:13][C:12]5[C:7](=[CH:8][CH:9]=[CH:10][C:11]=5[O:15][CH2:16][C:17]([OH:19])=[O:18])[C:5]=4[N:6]=3)=[CH:34][CH:35]=2)[CH:23]=[CH:24][CH:25]=[CH:26][CH:27]=1, predict the reactants needed to synthesize it. The reactants are: [SH:1][C:2]1[S:3][C:4]2[CH2:14][CH2:13][C:12]3[C:7](=[CH:8][CH:9]=[CH:10][C:11]=3[O:15][CH2:16][C:17]([O:19]CC)=[O:18])[C:5]=2[N:6]=1.[C:22]1([C:28]2[CH:35]=[CH:34][C:31]([CH2:32]Br)=[CH:30][CH:29]=2)[CH:27]=[CH:26][CH:25]=[CH:24][CH:23]=1.